Dataset: Full USPTO retrosynthesis dataset with 1.9M reactions from patents (1976-2016). Task: Predict the reactants needed to synthesize the given product. (1) Given the product [Br:17][C:10]1[N:5]2[N:4]=[C:3]([O:2][CH3:1])[CH:11]=[C:6]2[CH:7]=[CH:8][CH:9]=1, predict the reactants needed to synthesize it. The reactants are: [CH3:1][O:2][C:3]1[CH:11]=[C:6]2[CH:7]=[CH:8][CH:9]=[CH:10][N:5]2[N:4]=1.C([Li])CCC.[Br:17]C(Cl)(Cl)C(Br)(Cl)Cl.O. (2) Given the product [CH2:1]([N:8]([CH3:17])[CH2:9][CH2:10][CH:11]1[CH2:16][CH2:15][N:14]([C:20]2[CH:25]=[CH:24][N:23]=[CH:22][CH:21]=2)[CH2:13][CH2:12]1)[C:2]1[CH:7]=[CH:6][CH:5]=[CH:4][CH:3]=1, predict the reactants needed to synthesize it. The reactants are: [CH2:1]([N:8]([CH3:17])[CH2:9][CH2:10][CH:11]1[CH2:16][CH2:15][NH:14][CH2:13][CH2:12]1)[C:2]1[CH:7]=[CH:6][CH:5]=[CH:4][CH:3]=1.Br.Br[C:20]1[CH:25]=[CH:24][N:23]=[CH:22][CH:21]=1.CCN(C(C)C)C(C)C. (3) Given the product [CH3:16][C:13]1([CH3:15])[C:12]([CH3:17])([CH3:18])[O:11][B:10]([C:20]2[CH:32]=[CH:31][C:23]([CH:24]=[CH:25][C:26]([O:28][CH2:29][CH3:30])=[O:27])=[CH:22][CH:21]=2)[O:14]1, predict the reactants needed to synthesize it. The reactants are: [B:10]1([B:10]2[O:14][C:13]([CH3:16])([CH3:15])[C:12]([CH3:18])([CH3:17])[O:11]2)[O:14][C:13]([CH3:16])([CH3:15])[C:12]([CH3:18])([CH3:17])[O:11]1.Br[C:20]1[CH:32]=[CH:31][C:23]([CH:24]=[CH:25][C:26]([O:28][CH2:29][CH3:30])=[O:27])=[CH:22][CH:21]=1.C([O-])(=O)C.[K+].O. (4) The reactants are: [CH2:1]([C:8]1[C:20](=[O:21])[N:19]([CH:22]2[CH2:26][CH2:25][CH2:24][CH2:23]2)[C:11]2[N:12]=[C:13](S(C)=O)[N:14]=[CH:15][C:10]=2[CH:9]=1)[C:2]1[CH:7]=[CH:6][CH:5]=[CH:4][CH:3]=1.[C:27]([O:31][C:32]([N:34]1[CH2:39][CH2:38][N:37]([C:40]2[CH:45]=[CH:44][C:43]([NH2:46])=[CH:42][CH:41]=2)[CH2:36][CH2:35]1)=[O:33])([CH3:30])([CH3:29])[CH3:28]. Given the product [C:27]([O:31][C:32]([N:34]1[CH2:39][CH2:38][N:37]([C:40]2[CH:41]=[CH:42][C:43]([NH:46][C:13]3[N:14]=[CH:15][C:10]4[CH:9]=[C:8]([CH2:1][C:2]5[CH:7]=[CH:6][CH:5]=[CH:4][CH:3]=5)[C:20](=[O:21])[N:19]([CH:22]5[CH2:26][CH2:25][CH2:24][CH2:23]5)[C:11]=4[N:12]=3)=[CH:44][CH:45]=2)[CH2:36][CH2:35]1)=[O:33])([CH3:30])([CH3:28])[CH3:29], predict the reactants needed to synthesize it. (5) Given the product [Cl:11][C:9]1[CH:8]=[CH:7][C:5]2[N:6]=[C:2]([N:12]3[CH2:17][CH2:16][NH:15][CH2:14][CH2:13]3)[S:3][C:4]=2[CH:10]=1, predict the reactants needed to synthesize it. The reactants are: Cl[C:2]1[S:3][C:4]2[CH:10]=[C:9]([Cl:11])[CH:8]=[CH:7][C:5]=2[N:6]=1.[NH:12]1[CH2:17][CH2:16][NH:15][CH2:14][CH2:13]1.C(=O)([O-])[O-].[K+].[K+]. (6) Given the product [F:5][C:6]1[CH:7]=[CH:8][C:9]([C:12]2[O:13][C:14]3[CH:25]=[C:24]([N:26]([CH3:3])[S:27]([CH3:30])(=[O:28])=[O:29])[C:23]([C:31]4[CH:32]=[CH:33][CH:34]=[CH:35][CH:36]=4)=[CH:22][C:15]=3[C:16]=2[C:17]([O:19][CH2:20][CH3:21])=[O:18])=[CH:10][CH:11]=1, predict the reactants needed to synthesize it. The reactants are: [H-].[Na+].[CH3:3]I.[F:5][C:6]1[CH:11]=[CH:10][C:9]([C:12]2[O:13][C:14]3[CH:25]=[C:24]([NH:26][S:27]([CH3:30])(=[O:29])=[O:28])[C:23]([C:31]4[CH:36]=[CH:35][CH:34]=[CH:33][CH:32]=4)=[CH:22][C:15]=3[C:16]=2[C:17]([O:19][CH2:20][CH3:21])=[O:18])=[CH:8][CH:7]=1. (7) Given the product [CH3:13][C:12]1[CH:11]=[CH:10][C:5]([C:6]([O:8][CH3:9])=[O:7])=[CH:4][C:3]=1[C:1]#[C:2][C:15]1[CH:16]=[N:17][C:18]2[C:23]([CH:24]=1)=[CH:22][CH:21]=[CH:20][CH:19]=2, predict the reactants needed to synthesize it. The reactants are: [C:1]([C:3]1[CH:4]=[C:5]([CH:10]=[CH:11][C:12]=1[CH3:13])[C:6]([O:8][CH3:9])=[O:7])#[CH:2].I[C:15]1[CH:16]=[N:17][C:18]2[C:23]([CH:24]=1)=[CH:22][CH:21]=[CH:20][CH:19]=2.C(N(C(C)C)CC)(C)C. (8) Given the product [CH3:14][C:15]1[CH:20]=[C:19]([O:21][CH:22]2[CH2:27][CH2:26][CH2:25][CH2:24][O:23]2)[CH:18]=[CH:17][C:16]=1[C:28]1[CH:33]=[CH:32][CH:31]=[C:30]([CH2:34][O:1][C:2]2[CH:3]=[CH:4][C:5]([CH2:8][CH2:9][C:10]([O:12][CH3:13])=[O:11])=[CH:6][CH:7]=2)[CH:29]=1, predict the reactants needed to synthesize it. The reactants are: [OH:1][C:2]1[CH:7]=[CH:6][C:5]([CH2:8][CH2:9][C:10]([O:12][CH3:13])=[O:11])=[CH:4][CH:3]=1.[CH3:14][C:15]1[CH:20]=[C:19]([O:21][CH:22]2[CH2:27][CH2:26][CH2:25][CH2:24][O:23]2)[CH:18]=[CH:17][C:16]=1[C:28]1[CH:33]=[CH:32][CH:31]=[C:30]([CH2:34]O)[CH:29]=1.C(P(CCCC)CCCC)CCC.N(C(N1CCCCC1)=O)=NC(N1CCCCC1)=O. (9) Given the product [CH2:1]([NH:8][C:9]1[N:17]=[C:16]([O:29][CH2:25][CH2:26][CH2:27][CH3:28])[N:15]=[C:14]2[C:10]=1[N:11]=[CH:12][N:13]2[CH:19]1[CH2:24][CH2:23][CH2:22][CH2:21][O:20]1)[C:2]1[CH:7]=[CH:6][CH:5]=[CH:4][CH:3]=1, predict the reactants needed to synthesize it. The reactants are: [CH2:1]([NH:8][C:9]1[N:17]=[C:16](Cl)[N:15]=[C:14]2[C:10]=1[N:11]=[CH:12][N:13]2[CH:19]1[CH2:24][CH2:23][CH2:22][CH2:21][O:20]1)[C:2]1[CH:7]=[CH:6][CH:5]=[CH:4][CH:3]=1.[CH2:25]([OH:29])[CH2:26][CH2:27][CH3:28].[Na].